Dataset: Full USPTO retrosynthesis dataset with 1.9M reactions from patents (1976-2016). Task: Predict the reactants needed to synthesize the given product. (1) Given the product [CH3:31][O:29][CH:6]([N:7]1[C:11]2[CH:12]=[CH:13][CH:14]=[CH:15][C:10]=2[N:9]([CH2:16][C:17]2[C:26]3[C:21](=[CH:22][CH:23]=[CH:24][CH:25]=3)[CH:20]=[CH:19][CH:18]=2)[C:8]1=[O:27])[CH2:5][C:4]([OH:28])=[O:36], predict the reactants needed to synthesize it. The reactants are: C(O[C:4](=[O:28])/[CH:5]=[CH:6]/[N:7]1[C:11]2[CH:12]=[CH:13][CH:14]=[CH:15][C:10]=2[N:9]([CH2:16][C:17]2[C:26]3[C:21](=[CH:22][CH:23]=[CH:24][CH:25]=3)[CH:20]=[CH:19][CH:18]=2)[C:8]1=[O:27])C.[O:29]([CH3:31])[Na].CN(C=[O:36])C. (2) Given the product [Br:15][C:16]1[CH:21]=[CH:20][CH:19]=[CH:18][C:17]=1[C:2]#[C:1][C:3]1[CH:8]=[CH:7][C:6]([CH2:9][CH2:10][C:11]([O:13][CH3:14])=[O:12])=[CH:5][CH:4]=1, predict the reactants needed to synthesize it. The reactants are: [C:1]([C:3]1[CH:8]=[CH:7][C:6]([CH2:9][CH2:10][C:11]([O:13][CH3:14])=[O:12])=[CH:5][CH:4]=1)#[CH:2].[Br:15][C:16]1[CH:21]=[CH:20][CH:19]=[CH:18][C:17]=1I.